This data is from Forward reaction prediction with 1.9M reactions from USPTO patents (1976-2016). The task is: Predict the product of the given reaction. (1) Given the reactants [NH:1]1[CH2:8][CH2:7][CH2:6][C@H:2]1[C:3]([OH:5])=O.[NH:9]1[CH2:14][CH2:13][CH2:12][CH2:11][CH2:10]1, predict the reaction product. The product is: [N:9]1([C:3]([CH:2]2[CH2:6][CH2:7][CH2:8][NH:1]2)=[O:5])[CH2:14][CH2:13][CH2:12][CH2:11][CH2:10]1. (2) Given the reactants [CH2:1]([C:5]1[N:6]=[C:7]([CH3:27])[NH:8][C:9](=[O:26])[C:10]=1[CH2:11][C:12]1[CH:17]=[CH:16][C:15]([C:18]2[C:19]([C:24]#[N:25])=[CH:20][CH:21]=[CH:22][CH:23]=2)=[CH:14][CH:13]=1)[CH2:2][CH2:3][CH3:4].[O:28]1[C:32]2[CH:33]=[C:34](B(O)O)[CH:35]=[CH:36][C:31]=2[CH2:30][CH2:29]1.C([N:42](CC)CC)C.N1C=CC=CC=1.[C:53]([O:56]CC)(=[O:55])C, predict the reaction product. The product is: [CH2:1]([C:5]1[N:6]=[C:7]([CH3:27])[N:8]([C:34]2[CH:35]=[CH:36][C:31]3[CH2:30][CH2:29][O:28][C:32]=3[CH:33]=2)[C:9](=[O:26])[C:10]=1[CH2:11][C:12]1[CH:17]=[CH:16][C:15]([C:18]2[CH:23]=[CH:22][CH:21]=[CH:20][C:19]=2[C:24]2[NH:42][C:53](=[O:55])[O:56][N:25]=2)=[CH:14][CH:13]=1)[CH2:2][CH2:3][CH3:4]. (3) Given the reactants [OH:1][CH2:2][CH2:3][NH:4][C:5](=[O:8])[CH:6]=[CH2:7].[C:9](OC(COC(COC(COC(=O)C=C)C)C)C)(=O)[CH:10]=C, predict the reaction product. The product is: [C:5]([N:4]1[CH2:10][CH2:9][O:1][CH2:2][CH2:3]1)(=[O:8])[CH:6]=[CH2:7]. (4) Given the reactants [N:1]1([C:7]2[C:8]3[N:9]([CH:15]=[C:16]([C:18]4[CH:23]=[CH:22][N:21]=[CH:20][CH:19]=4)[N:17]=3)[N:10]=[C:11]([NH:13][NH2:14])[CH:12]=2)[CH2:6][CH2:5][O:4][CH2:3][CH2:2]1.[CH3:24][C:25]1[CH:32]=[CH:31][CH:30]=[CH:29][C:26]=1[CH:27]=O, predict the reaction product. The product is: [CH3:24][C:25]1[CH:32]=[CH:31][CH:30]=[CH:29][C:26]=1[CH:27]=[N:14][NH:13][C:11]1[CH:12]=[C:7]([N:1]2[CH2:2][CH2:3][O:4][CH2:5][CH2:6]2)[C:8]2[N:9]([CH:15]=[C:16]([C:18]3[CH:23]=[CH:22][N:21]=[CH:20][CH:19]=3)[N:17]=2)[N:10]=1. (5) The product is: [NH2:8][C:9]1[N:17]=[CH:16][N:15]=[C:14]2[C:10]=1[NH:11][C:12](=[O:30])[N:13]2[CH:18]1[CH2:22][CH2:21][N:20]([C:23]([O:25][C:26]([CH3:28])([CH3:27])[CH3:29])=[O:24])[CH2:19]1. Given the reactants C([N:8](CC1C=CC=CC=1)[C:9]1[N:17]=[CH:16][N:15]=[C:14]2[C:10]=1[NH:11][C:12](=[O:30])[N:13]2[CH:18]1[CH2:22][CH2:21][N:20]([C:23]([O:25][C:26]([CH3:29])([CH3:28])[CH3:27])=[O:24])[CH2:19]1)C1C=CC=CC=1.[H][H], predict the reaction product. (6) The product is: [NH2:46][C:44]1[N:43]=[CH:42][N:41]=[C:40]2[N:39]([CH:2]([C:4]3[O:5][C:6](=[O:27])[C:7]4[C:12]([C:13]=3[C:14]3[CH:15]=[CH:16][C:17]([CH2:20][N:21]5[CH2:22][CH2:23][CH2:24][CH2:25][CH2:26]5)=[CH:18][CH:19]=3)=[CH:11][CH:10]=[CH:9][CH:8]=4)[CH3:3])[N:38]=[C:37]([C:31]3[CH:32]=[C:33]([O:35][CH3:36])[CH:34]=[C:29]([F:28])[CH:30]=3)[C:45]=12. Given the reactants O[CH:2]([C:4]1[O:5][C:6](=[O:27])[C:7]2[C:12]([C:13]=1[C:14]1[CH:19]=[CH:18][C:17]([CH2:20][N:21]3[CH2:26][CH2:25][CH2:24][CH2:23][CH2:22]3)=[CH:16][CH:15]=1)=[CH:11][CH:10]=[CH:9][CH:8]=2)[CH3:3].[F:28][C:29]1[CH:30]=[C:31]([C:37]2[C:45]3[C:40](=[N:41][CH:42]=[N:43][C:44]=3[NH2:46])[NH:39][N:38]=2)[CH:32]=[C:33]([O:35][CH3:36])[CH:34]=1, predict the reaction product. (7) The product is: [Br:14][CH2:2][C:1]([C:4]1[CH:9]=[CH:8][C:7]([NH:10][C:11](=[O:13])[CH3:12])=[CH:6][CH:5]=1)=[O:3]. Given the reactants [C:1]([C:4]1[CH:9]=[CH:8][C:7]([NH:10][C:11](=[O:13])[CH3:12])=[CH:6][CH:5]=1)(=[O:3])[CH3:2].[Br:14]Br, predict the reaction product.